This data is from Catalyst prediction with 721,799 reactions and 888 catalyst types from USPTO. The task is: Predict which catalyst facilitates the given reaction. (1) Reactant: [CH2:1]1[C:5]2(CCCC3(CCCC3)[C:6]2=[O:15])[CH2:4]CC1.C1C2(CCCCC2=O)CCC1.C[Mg]Cl.[Cl-].[NH4+].[CH3:32][C:33]1([OH:47])[C:42]2([CH2:46][CH2:45][CH2:44][CH2:43]2)[CH2:41][CH2:40][CH2:39][C:34]21[CH2:38][CH2:37][CH2:36][CH2:35]2. Product: [C:6]([O:47][C:33]1([CH3:32])[C:34]2([CH2:35][CH2:36][CH2:37][CH2:38]2)[CH2:39][CH2:40][CH2:41][C:42]21[CH2:43][CH2:44][CH2:45][CH2:46]2)(=[O:15])[C:5]([CH3:1])=[CH2:4]. The catalyst class is: 7. (2) Reactant: [C:1]([Si:5]([CH3:17])([CH3:16])[O:6][C:7]1[CH:15]=[CH:14][C:10]([CH:11]=[N:12][OH:13])=[CH:9][CH:8]=1)([CH3:4])([CH3:3])[CH3:2].ClN1C(=O)CCC1=O.[C:26]([O:30][CH2:31][CH3:32])(=[O:29])[C:27]#[CH:28].C(N(CC)CC)C. Product: [CH2:31]([O:30][C:26]([C:27]1[O:13][N:12]=[C:11]([C:10]2[CH:14]=[CH:15][C:7]([O:6][Si:5]([C:1]([CH3:4])([CH3:3])[CH3:2])([CH3:17])[CH3:16])=[CH:8][CH:9]=2)[CH:28]=1)=[O:29])[CH3:32]. The catalyst class is: 215. (3) Reactant: C1(C)C=CC(S(O)(=O)=O)=CC=1.[CH3:12][O:13][C:14]1[CH:15]=[C:16]2[C:21](=[CH:22][C:23]=1[O:24][CH3:25])[CH2:20][NH:19][C@H:18]([C:26]([OH:28])=[O:27])[CH2:17]2.C(=O)(O)[O-].[Na+].[C:34]([O:38][C:39](O[C:39]([O:38][C:34]([CH3:37])([CH3:36])[CH3:35])=[O:40])=[O:40])([CH3:37])([CH3:36])[CH3:35].Cl.[Cl-].[Na+]. Product: [C:34]([O:38][C:39]([N:19]1[C@H:18]([C:26]([OH:28])=[O:27])[CH2:17][C:16]2[C:21](=[CH:22][C:23]([O:24][CH3:25])=[C:14]([O:13][CH3:12])[CH:15]=2)[CH2:20]1)=[O:40])([CH3:37])([CH3:36])[CH3:35]. The catalyst class is: 7. (4) Reactant: [O:1]=[C:2]1[N:8]([CH:9]2[CH2:14][CH2:13][N:12]([C:15]([O:17][C@H:18]([CH2:40][C:41]3[CH:46]=[C:45]([CH3:47])[C:44]([NH2:48])=[C:43]([CH3:49])[CH:42]=3)[C:19]([N:21]3[CH2:26][CH2:25][N:24]([CH:27]4[CH2:32][CH2:31][N:30](OC(C)(C)C)[C:29](=C=O)[CH2:28]4)[CH2:23][CH2:22]3)=[O:20])=[O:16])[CH2:11][CH2:10]2)[CH2:7][CH2:6][C:5]2[CH:50]=[CH:51][CH:52]=[CH:53][C:4]=2[NH:3]1.C([O-])([O-])=O.[K+].[K+]. Product: [O:1]=[C:2]1[N:8]([CH:9]2[CH2:14][CH2:13][N:12]([C:15]([O:17][C@H:18]([CH2:40][C:41]3[CH:46]=[C:45]([CH3:47])[C:44]([NH2:48])=[C:43]([CH3:49])[CH:42]=3)[C:19](=[O:20])[N:21]3[CH2:22][CH2:23][N:24]([CH:27]4[CH2:32][CH2:31][NH:30][CH2:29][CH2:28]4)[CH2:25][CH2:26]3)=[O:16])[CH2:11][CH2:10]2)[CH2:7][CH2:6][C:5]2[CH:50]=[CH:51][CH:52]=[CH:53][C:4]=2[NH:3]1. The catalyst class is: 33.